Dataset: Full USPTO retrosynthesis dataset with 1.9M reactions from patents (1976-2016). Task: Predict the reactants needed to synthesize the given product. Given the product [ClH:12].[CH2:23]([N:19]1[C:20]2[C:16](=[CH:15][C:14]([NH:13][C:9]3[C:10]4[S:11][C:3]([C:1]#[CH:2])=[CH:4][C:5]=4[N:6]=[CH:7][N:8]=3)=[CH:22][CH:21]=2)[CH:17]=[CH:18]1)[C:24]1[CH:25]=[CH:26][CH:27]=[CH:28][CH:29]=1, predict the reactants needed to synthesize it. The reactants are: [C:1]([C:3]1[S:11][C:10]2[C:9]([Cl:12])=[N:8][CH:7]=[N:6][C:5]=2[CH:4]=1)#[CH:2].[NH2:13][C:14]1[CH:15]=[C:16]2[C:20](=[CH:21][CH:22]=1)[N:19]([CH2:23][C:24]1[CH:29]=[CH:28][CH:27]=[CH:26][CH:25]=1)[CH:18]=[CH:17]2.